This data is from Catalyst prediction with 721,799 reactions and 888 catalyst types from USPTO. The task is: Predict which catalyst facilitates the given reaction. (1) Product: [C:24]([Si:21]([CH3:23])([CH3:22])[O:20][CH2:19][CH2:18][C:14]1[CH:13]=[C:12]([C:11]2[O:10][CH:9]=[N:8][C:7]=2[C:5]([OH:6])=[O:4])[CH:17]=[CH:16][CH:15]=1)([CH3:26])([CH3:25])[CH3:27]. The catalyst class is: 20. Reactant: N#N.C[O:4][C:5]([C:7]1[N:8]=[CH:9][O:10][C:11]=1[C:12]1[CH:17]=[CH:16][CH:15]=[C:14]([CH2:18][CH2:19][O:20][Si:21]([C:24]([CH3:27])([CH3:26])[CH3:25])([CH3:23])[CH3:22])[CH:13]=1)=[O:6].[Li+].[OH-]. (2) Reactant: [N-:1]=[N+:2]=[N-:3].[Na+].I[CH2:6][C:7]1[CH:12]=[CH:11][C:10]([C:13]2([C:16]([F:19])([F:18])[F:17])[N:15]=[N:14]2)=[CH:9][CH:8]=1. Product: [N:1]([CH2:6][C:7]1[CH:8]=[CH:9][C:10]([C:13]2([C:16]([F:19])([F:17])[F:18])[N:14]=[N:15]2)=[CH:11][CH:12]=1)=[N+:2]=[N-:3]. The catalyst class is: 5. (3) Reactant: [F:1][C:2]1[CH:3]=[C:4]([C:26]2([NH2:29])[CH2:28][CH2:27]2)[CH:5]=[CH:6][C:7]=1[C:8]1[S:9][C:10]2[C:15]([N:16]=1)=[CH:14][CH:13]=[C:12]([C:17]1([C:20]3[CH:25]=[CH:24][CH:23]=[CH:22][CH:21]=3)[CH2:19][CH2:18]1)[N:11]=2.[C:30](O[C:30]([O:32][C:33]([CH3:36])([CH3:35])[CH3:34])=[O:31])([O:32][C:33]([CH3:36])([CH3:35])[CH3:34])=[O:31].C(N(CC)CC)C. Product: [F:1][C:2]1[CH:3]=[C:4]([C:26]2([NH:29][C:30](=[O:31])[O:32][C:33]([CH3:36])([CH3:35])[CH3:34])[CH2:28][CH2:27]2)[CH:5]=[CH:6][C:7]=1[C:8]1[S:9][C:10]2[C:15]([N:16]=1)=[CH:14][CH:13]=[C:12]([C:17]1([C:20]3[CH:25]=[CH:24][CH:23]=[CH:22][CH:21]=3)[CH2:18][CH2:19]1)[N:11]=2. The catalyst class is: 2. (4) Reactant: C[O:2][C:3]1[CH:4]=[C:5]([NH2:13])[CH:6]=[C:7]([C:9]([F:12])([F:11])[F:10])[CH:8]=1.Br.C(O)(=O)C. Product: [NH2:13][C:5]1[CH:4]=[C:3]([OH:2])[CH:8]=[C:7]([C:9]([F:10])([F:11])[F:12])[CH:6]=1. The catalyst class is: 6. (5) Reactant: [Cl:1][C:2]1[CH:3]=[C:4]2[C:8](=[CH:9][CH:10]=1)[NH:7][C:6]([C:11]([OH:13])=O)=[CH:5]2.[CH3:14][N:15]([C:17](=[O:24])[C:18]1[CH:23]=[CH:22][CH:21]=[CH:20][CH:19]=1)[NH2:16].ON1C2C=CC=CC=2N=N1.C(Cl)CCl. Product: [Cl:1][C:2]1[CH:3]=[C:4]2[C:8](=[CH:9][CH:10]=1)[NH:7][C:6]([C:11]([NH:16][N:15]([CH3:14])[C:17](=[O:24])[C:18]1[CH:23]=[CH:22][CH:21]=[CH:20][CH:19]=1)=[O:13])=[CH:5]2. The catalyst class is: 18.